The task is: Predict the reactants needed to synthesize the given product.. This data is from Full USPTO retrosynthesis dataset with 1.9M reactions from patents (1976-2016). Given the product [Br:1][C:2]1[CH:7]=[C:6]([N:21]2[C:22]3[CH:10]=[CH:11][CH:12]=[CH:13][C:14]=3[C:15]3[C:20]2=[CH:19][CH:18]=[CH:17][CH:16]=3)[CH:5]=[C:4]([Br:9])[CH:3]=1, predict the reactants needed to synthesize it. The reactants are: [Br:1][C:2]1[CH:7]=[C:6](F)[CH:5]=[C:4]([Br:9])[CH:3]=1.[CH:10]1[C:22]2[NH:21][C:20]3[C:15](=[CH:16][CH:17]=[CH:18][CH:19]=3)[C:14]=2[CH:13]=[CH:12][CH:11]=1.C(=O)([O-])[O-].[Cs+].[Cs+].